Dataset: Forward reaction prediction with 1.9M reactions from USPTO patents (1976-2016). Task: Predict the product of the given reaction. (1) Given the reactants Cl.C[O:3][C:4](=[O:39])[C:5]1[CH:10]=[CH:9][C:8]([CH2:11][O:12][C:13]2[CH:18]=[CH:17][C:16]([CH2:19][C@H:20]([NH2:38])[C:21]3[N:22]([CH2:34][CH2:35][CH2:36][CH3:37])[CH:23]=[C:24]([C:26]4[CH:31]=[CH:30][C:29]([Cl:32])=[CH:28][C:27]=4[Cl:33])[N:25]=3)=[CH:15][CH:14]=2)=[CH:7][CH:6]=1.[CH3:40][CH:41]([CH3:49])[CH2:42][CH2:43][CH2:44][CH2:45][C:46](O)=[O:47], predict the reaction product. The product is: [CH2:34]([N:22]1[CH:23]=[C:24]([C:26]2[CH:31]=[CH:30][C:29]([Cl:32])=[CH:28][C:27]=2[Cl:33])[N:25]=[C:21]1[C@@H:20]([NH:38][C:46](=[O:47])[CH2:45][CH2:44][CH2:43][CH2:42][CH:41]([CH3:49])[CH3:40])[CH2:19][C:16]1[CH:17]=[CH:18][C:13]([O:12][CH2:11][C:8]2[CH:7]=[CH:6][C:5]([C:4]([OH:3])=[O:39])=[CH:10][CH:9]=2)=[CH:14][CH:15]=1)[CH2:35][CH2:36][CH3:37]. (2) Given the reactants C(Cl)(=O)C(Cl)=O.[CH2:7]([O:9][C:10]([C@H:12]1[CH2:17][CH2:16][C@H:15]([N:18]2[C:22]([C:23]([F:26])([F:25])[F:24])=[C:21]([C:27](O)=[O:28])[CH:20]=[N:19]2)[CH2:14][C@H:13]1[CH3:30])=[O:11])[CH3:8].[Cl:31][C:32]1[C:33]([O:47][CH3:48])=[N:34][CH:35]=[C:36]([Cl:46])[C:37]=1[CH2:38][CH2:39][NH:40][CH2:41][C:42]([CH3:45])([CH3:44])[CH3:43].CCN(C(C)C)C(C)C, predict the reaction product. The product is: [Cl:31][C:32]1[C:33]([O:47][CH3:48])=[N:34][CH:35]=[C:36]([Cl:46])[C:37]=1[CH2:38][CH2:39][N:40]([CH2:41][C:42]([CH3:45])([CH3:43])[CH3:44])[C:27]([C:21]1[CH:20]=[N:19][N:18]([C@H:15]2[CH2:16][CH2:17][C@H:12]([C:10]([O:9][CH2:7][CH3:8])=[O:11])[C@H:13]([CH3:30])[CH2:14]2)[C:22]=1[C:23]([F:24])([F:26])[F:25])=[O:28]. (3) Given the reactants [Cl:1][C:2]1[CH:3]=[C:4]2[C:10](O)([C:11]3[CH:16]=[C:15]([CH3:17])[CH:14]=[CH:13][C:12]=3[O:18][CH3:19])[C:9](=[O:21])[N:8]([S:22]([C:25]3[CH:30]=[CH:29][C:28]([O:31][CH3:32])=[CH:27][C:26]=3[O:33][CH3:34])(=[O:24])=[O:23])[C:5]2=[N:6][CH:7]=1.CS(OS(C)(=O)=O)(=O)=O.FC(F)(F)C(O)=O.[OH:51][C@H:52]1[CH2:56][NH:55][C@H:54]([C:57]([N:59]([CH3:61])[CH3:60])=[O:58])[CH2:53]1.[NH4+].[Cl-], predict the reaction product. The product is: [Cl:1][C:2]1[CH:3]=[C:4]2[C:10]([N:55]3[CH2:56][C@H:52]([OH:51])[CH2:53][C@H:54]3[C:57]([N:59]([CH3:61])[CH3:60])=[O:58])([C:11]3[CH:16]=[C:15]([CH3:17])[CH:14]=[CH:13][C:12]=3[O:18][CH3:19])[C:9](=[O:21])[N:8]([S:22]([C:25]3[CH:30]=[CH:29][C:28]([O:31][CH3:32])=[CH:27][C:26]=3[O:33][CH3:34])(=[O:23])=[O:24])[C:5]2=[N:6][CH:7]=1. (4) Given the reactants [CH3:1][C:2]1[C:6]([CH2:7][O:8][C:9]2[CH:10]=[CH:11][C:12]([CH2:15][C:16]#N)=[N:13][CH:14]=2)=[C:5]([CH3:18])[O:4][N:3]=1.[OH-:19].[Na+].C[OH:22], predict the reaction product. The product is: [CH3:1][C:2]1[C:6]([CH2:7][O:8][C:9]2[CH:10]=[CH:11][C:12]([CH2:15][C:16]([OH:22])=[O:19])=[N:13][CH:14]=2)=[C:5]([CH3:18])[O:4][N:3]=1. (5) The product is: [Br:1][C:2]1[CH:9]=[CH:8][C:5]([CH2:6][N:13]2[CH2:12][C@H:11]([CH3:10])[O:16][C@H:15]([CH3:17])[CH2:14]2)=[CH:4][CH:3]=1. Given the reactants [Br:1][C:2]1[CH:9]=[CH:8][C:5]([CH:6]=O)=[CH:4][CH:3]=1.[CH3:10][C@H:11]1[O:16][C@@H:15]([CH3:17])[CH2:14][NH:13][CH2:12]1.[BH-](OC(C)=O)(OC(C)=O)OC(C)=O.[Na+].CC(O)=O, predict the reaction product. (6) Given the reactants [Cl:1][C:2]1[CH:3]=[C:4]([CH:12]=[CH:13][C:14]=1[Cl:15])[O:5][CH:6]1[CH2:11][CH2:10][NH:9][CH2:8][CH2:7]1.[C:16]1(=O)[CH2:21][CH2:20][C:19](=[O:22])[CH2:18][CH2:17]1, predict the reaction product. The product is: [Cl:1][C:2]1[CH:3]=[C:4]([CH:12]=[CH:13][C:14]=1[Cl:15])[O:5][CH:6]1[CH2:11][CH2:10][N:9]([C:16]2[CH:21]=[CH:20][C:19]([OH:22])=[CH:18][CH:17]=2)[CH2:8][CH2:7]1. (7) Given the reactants [P:1]([OH:31])([OH:30])([O:3][C:4]1[CH:9]=[C:8]([CH2:10][S:11]([CH:14]=[CH:15][C:16]2[C:21]([O:22][CH3:23])=[CH:20][C:19]([O:24][CH3:25])=[CH:18][C:17]=2[O:26][CH3:27])(=[O:13])=[O:12])[CH:7]=[CH:6][C:5]=1[O:28][CH3:29])=[O:2].C(Br)(Br)(Br)Br.[CH2:37](N(CC)CC)[CH3:38].P([O-])(OCC)O[CH2:46][CH3:47], predict the reaction product. The product is: [P:1]([O:31][CH2:46][CH3:47])([O:30][CH2:37][CH3:38])([O:3][C:4]1[CH:9]=[C:8]([CH2:10][S:11](/[CH:14]=[CH:15]/[C:16]2[C:17]([O:26][CH3:27])=[CH:18][C:19]([O:24][CH3:25])=[CH:20][C:21]=2[O:22][CH3:23])(=[O:13])=[O:12])[CH:7]=[CH:6][C:5]=1[O:28][CH3:29])=[O:2]. (8) The product is: [CH3:43][C:44]1([CH3:52])[O:48][CH:47]([CH2:49][O:50][NH:51][C:5](=[O:7])[C:4]2[CH:8]=[CH:9][C:10]([F:11])=[C:2]([F:1])[C:3]=2[NH:12][C:13]2[CH:18]=[CH:17][C:16]([I:19])=[CH:15][C:14]=2[F:20])[CH2:46][O:45]1. Given the reactants [F:1][C:2]1[C:3]([NH:12][C:13]2[CH:18]=[CH:17][C:16]([I:19])=[CH:15][C:14]=2[F:20])=[C:4]([CH:8]=[CH:9][C:10]=1[F:11])[C:5]([OH:7])=O.C1(P(Cl)(C2C=CC=CC=2)=O)C=CC=CC=1.CN1CCOCC1.[CH3:43][C:44]1([CH3:52])[O:48][CH:47]([CH2:49][O:50][NH2:51])[CH2:46][O:45]1, predict the reaction product. (9) Given the reactants Br[C:2]1[C:25](=[O:26])[N:24]([CH2:27][CH3:28])[C:5]2[N:6]=[C:7]([NH:10][C:11]3[CH:16]=[CH:15][C:14]([N:17]4[CH2:22][CH2:21][N:20]([CH3:23])[CH2:19][CH2:18]4)=[CH:13][CH:12]=3)[N:8]=[CH:9][C:4]=2[CH:3]=1.[CH3:29][S:30]([C:33]1[CH:38]=[CH:37][C:36](B(O)O)=[CH:35][CH:34]=1)(=[O:32])=[O:31].[O-]P([O-])([O-])=O.[K+].[K+].[K+].CN(C)C=O, predict the reaction product. The product is: [CH2:27]([N:24]1[C:5]2[N:6]=[C:7]([NH:10][C:11]3[CH:16]=[CH:15][C:14]([N:17]4[CH2:22][CH2:21][N:20]([CH3:23])[CH2:19][CH2:18]4)=[CH:13][CH:12]=3)[N:8]=[CH:9][C:4]=2[CH:3]=[C:2]([C:36]2[CH:37]=[CH:38][C:33]([S:30]([CH3:29])(=[O:32])=[O:31])=[CH:34][CH:35]=2)[C:25]1=[O:26])[CH3:28]. (10) Given the reactants [CH3:1][C:2]1[CH:40]=[C:39]([CH3:41])[CH:38]=[CH:37][C:3]=1[C:4]([O:6][CH2:7][C:8]1[CH:13]=[CH:12][C:11]([C@@H:14]([CH2:28][NH:29]C(OC(C)(C)C)=O)[C:15]([NH:17][C:18]2[CH:19]=[C:20]3[C:25](=[CH:26][CH:27]=2)[CH:24]=[N:23][CH:22]=[CH:21]3)=[O:16])=[CH:10][CH:9]=1)=[O:5].[ClH:42], predict the reaction product. The product is: [ClH:42].[ClH:42].[CH3:1][C:2]1[CH:40]=[C:39]([CH3:41])[CH:38]=[CH:37][C:3]=1[C:4]([O:6][CH2:7][C:8]1[CH:9]=[CH:10][C:11]([C@H:14]([CH2:28][NH2:29])[C:15]([NH:17][C:18]2[CH:19]=[C:20]3[C:25](=[CH:26][CH:27]=2)[CH:24]=[N:23][CH:22]=[CH:21]3)=[O:16])=[CH:12][CH:13]=1)=[O:5].